The task is: Predict the product of the given reaction.. This data is from Forward reaction prediction with 1.9M reactions from USPTO patents (1976-2016). (1) Given the reactants [CH3:1][C:2]1[CH:11]=[CH:10][C:5]([C:6]([O:8]C)=[O:7])=[C:4]([N:12]2[CH2:16][CH2:15][CH2:14][CH2:13]2)[CH:3]=1.[OH-].[Na+], predict the reaction product. The product is: [CH3:1][C:2]1[CH:11]=[CH:10][C:5]([C:6]([OH:8])=[O:7])=[C:4]([N:12]2[CH2:16][CH2:15][CH2:14][CH2:13]2)[CH:3]=1. (2) Given the reactants [O:1]=[S:2]1(=[O:34])[CH:7]([CH2:8][CH2:9][N:10]2[CH2:16][CH2:15][CH2:14][N:13](C(OC(C)(C)C)=O)[CH2:12][CH2:11]2)[O:6][C:5]2[CH:24]=[CH:25][CH:26]=[CH:27][C:4]=2[N:3]1[C:28]1[CH:33]=[CH:32][CH:31]=[CH:30][CH:29]=1.[ClH:35].O1CCOCC1, predict the reaction product. The product is: [ClH:35].[ClH:35].[N:10]1([CH2:9][CH2:8][CH:7]2[O:6][C:5]3[CH:24]=[CH:25][CH:26]=[CH:27][C:4]=3[N:3]([C:28]3[CH:29]=[CH:30][CH:31]=[CH:32][CH:33]=3)[S:2]2(=[O:34])=[O:1])[CH2:16][CH2:15][CH2:14][NH:13][CH2:12][CH2:11]1. (3) Given the reactants Cl[CH2:2][C:3]1[N:4]=[C:5]2[S:12][C:11]([CH3:13])=[C:10]([C:14]([NH:16][CH3:17])=[O:15])[N:6]2[C:7](=[O:9])[CH:8]=1.[C:18]([C:20]1[CH:21]=[C:22](B(O)O)[CH:23]=[CH:24][CH:25]=1)#[N:19].P([O-])([O-])([O-])=O.[K+].[K+].[K+].O1CCOCC1, predict the reaction product. The product is: [C:18]([C:20]1[CH:25]=[C:24]([CH2:2][C:3]2[N:4]=[C:5]3[S:12][C:11]([CH3:13])=[C:10]([C:14]([NH:16][CH3:17])=[O:15])[N:6]3[C:7](=[O:9])[CH:8]=2)[CH:23]=[CH:22][CH:21]=1)#[N:19]. (4) Given the reactants [CH2:1]([N:4]([CH2:27][CH:28]=[CH2:29])[S:5]([C:8]1[CH:9]=[N:10][CH:11]=[CH:12][C:13]=1[NH:14][S:15](/[CH:18]=[CH:19]/[C:20]1[CH:25]=[CH:24][C:23](Br)=[CH:22][CH:21]=1)(=[O:17])=[O:16])(=[O:7])=[O:6])[CH:2]=[CH2:3].[O:30]1[C:34]2[CH:35]=[CH:36][CH:37]=[CH:38][C:33]=2[CH:32]=[C:31]1B(O)O.C(=O)([O-])[O-].[Cs+].[Cs+].COCCOC, predict the reaction product. The product is: [CH2:1]([N:4]([CH2:27][CH:28]=[CH2:29])[S:5]([C:8]1[CH:9]=[N:10][CH:11]=[CH:12][C:13]=1[NH:14][S:15](/[CH:18]=[CH:19]/[C:20]1[CH:25]=[CH:24][C:23]([C:31]2[O:30][C:34]3[CH:35]=[CH:36][CH:37]=[CH:38][C:33]=3[CH:32]=2)=[CH:22][CH:21]=1)(=[O:17])=[O:16])(=[O:7])=[O:6])[CH:2]=[CH2:3]. (5) The product is: [Cl-:24].[C:4]1([N+:3]2[C:26]([CH3:25])=[C:27]([CH3:28])[S:11][CH:1]=2)[CH:9]=[CH:8][CH:7]=[CH:6][CH:5]=1. Given the reactants [CH:1]([NH:3][C:4]1[CH:9]=[CH:8][CH:7]=[CH:6][CH:5]=1)=O.P12(SP3(SP(SP(S3)(S1)=S)(=S)S2)=S)=[S:11].[Cl:24][CH2:25][CH2:26][C:27](=O)[CH3:28].C([O-])([O-])=O.[Na+].[Na+], predict the reaction product.